From a dataset of NCI-60 drug combinations with 297,098 pairs across 59 cell lines. Regression. Given two drug SMILES strings and cell line genomic features, predict the synergy score measuring deviation from expected non-interaction effect. Drug 1: C#CCC(CC1=CN=C2C(=N1)C(=NC(=N2)N)N)C3=CC=C(C=C3)C(=O)NC(CCC(=O)O)C(=O)O. Drug 2: C1CC(=O)NC(=O)C1N2C(=O)C3=CC=CC=C3C2=O. Cell line: NCI-H522. Synergy scores: CSS=-5.23, Synergy_ZIP=3.29, Synergy_Bliss=3.27, Synergy_Loewe=-5.41, Synergy_HSA=-5.18.